Task: Predict the reaction yield, written as a fraction of the theoretical maximum amount of product (1.0 means a 100% yield; for example, 0.34 means a 34% yield).. Dataset: Reaction yield outcomes from USPTO patents with 853,638 reactions (1) The reactants are [C:1]([O:5][C:6]([NH:8][C:9]1[CH:10]=[N:11][CH:12]=[CH:13][C:14]=1[C@H:15]1[CH2:20][C@@H:19]([NH:21][C:22](=[O:28])[O:23][C:24]([CH3:27])([CH3:26])[CH3:25])[C@@H:18]([NH2:29])[C@@H:17]([CH3:30])[CH2:16]1)=[O:7])([CH3:4])([CH3:3])[CH3:2].[CH:31](=O)C1C=CC=CC=1.[B-]C#N.[Na+].C=O. The catalyst is CO.[OH-].[OH-].[Pd+2]. The product is [C:1]([O:5][C:6]([NH:8][C:9]1[CH:10]=[N:11][CH:12]=[CH:13][C:14]=1[C@H:15]1[CH2:20][C@@H:19]([NH:21][C:22](=[O:28])[O:23][C:24]([CH3:27])([CH3:26])[CH3:25])[C@@H:18]([NH:29][CH3:31])[C@@H:17]([CH3:30])[CH2:16]1)=[O:7])([CH3:4])([CH3:2])[CH3:3]. The yield is 0.750. (2) The reactants are [CH3:1][O:2][C:3]1[CH:8]=[C:7]([CH:9]2[CH2:14][CH2:13][NH:12][CH2:11][CH2:10]2)[CH:6]=[CH:5][C:4]=1[NH:15][C:16]1[N:21]=[C:20]([CH2:22][CH2:23][C:24]2[CH:29]=[CH:28][CH:27]=[CH:26][C:25]=2[CH2:30][C:31]([O:33][CH3:34])=[O:32])[C:19]([C:35]([F:38])([F:37])[F:36])=[CH:18][N:17]=1.[CH3:39][C:40]([O:43][C:44](O[C:44]([O:43][C:40]([CH3:42])([CH3:41])[CH3:39])=[O:45])=[O:45])([CH3:42])[CH3:41].CO.C(Cl)Cl. The catalyst is C(Cl)Cl. The product is [CH3:1][O:2][C:3]1[CH:8]=[C:7]([CH:9]2[CH2:14][CH2:13][N:12]([C:44]([O:43][C:40]([CH3:42])([CH3:41])[CH3:39])=[O:45])[CH2:11][CH2:10]2)[CH:6]=[CH:5][C:4]=1[NH:15][C:16]1[N:21]=[C:20]([CH2:22][CH2:23][C:24]2[CH:29]=[CH:28][CH:27]=[CH:26][C:25]=2[CH2:30][C:31]([O:33][CH3:34])=[O:32])[C:19]([C:35]([F:36])([F:37])[F:38])=[CH:18][N:17]=1. The yield is 0.590. (3) The reactants are [CH3:1][O:2][C:3]1[CH:19]=[CH:18][C:17]([O:20][CH3:21])=[CH:16][C:4]=1[CH2:5][C:6]1[O:10][N:9]=[C:8]([C:11]([O:13]CC)=O)[N:7]=1.Cl.[Cl:23][C:24]1[CH:25]=[C:26]2[C:30](=[CH:31][CH:32]=1)[NH:29][CH:28]=[C:27]2[CH2:33][CH2:34][NH2:35].CN(C(ON1N=NC2C=CC=NC1=2)=[N+](C)C)C.F[P-](F)(F)(F)(F)F.C(N(CC)C(C)C)(C)C. The catalyst is CO.[OH-].[Na+].O.CN(C=O)C. The product is [Cl:23][C:24]1[CH:25]=[C:26]2[C:30](=[CH:31][CH:32]=1)[NH:29][CH:28]=[C:27]2[CH2:33][CH2:34][NH:35][C:11]([C:8]1[N:7]=[C:6]([CH2:5][C:4]2[CH:16]=[C:17]([O:20][CH3:21])[CH:18]=[CH:19][C:3]=2[O:2][CH3:1])[O:10][N:9]=1)=[O:13]. The yield is 0.360. (4) The catalyst is C(OCC)(=O)C. The reactants are [Cl-].O[NH3+:3].[C:4](=[O:7])([O-])[OH:5].[Na+].CS(C)=O.[CH2:13]([C:15]([OH:55])([CH2:53][CH3:54])[CH2:16][O:17][C@H:18]1[CH2:23][CH2:22][C@H:21]([N:24]2[C:29](=[O:30])[C:28]([CH2:31][C:32]3[CH:37]=[CH:36][C:35]([C:38]4[C:39]([C:44]#[N:45])=[CH:40][CH:41]=[CH:42][CH:43]=4)=[CH:34][CH:33]=3)=[C:27]([CH2:46][CH2:47][CH3:48])[N:26]3[N:49]=[C:50]([CH3:52])[N:51]=[C:25]23)[CH2:20][CH2:19]1)[CH3:14]. The product is [CH2:13]([C:15]([OH:55])([CH2:53][CH3:54])[CH2:16][O:17][C@H:18]1[CH2:23][CH2:22][C@H:21]([N:24]2[C:29](=[O:30])[C:28]([CH2:31][C:32]3[CH:33]=[CH:34][C:35]([C:38]4[CH:43]=[CH:42][CH:41]=[CH:40][C:39]=4[C:44]4[NH:3][C:4](=[O:7])[O:5][N:45]=4)=[CH:36][CH:37]=3)=[C:27]([CH2:46][CH2:47][CH3:48])[N:26]3[N:49]=[C:50]([CH3:52])[N:51]=[C:25]23)[CH2:20][CH2:19]1)[CH3:14]. The yield is 0.480. (5) The product is [F:21][C:18]1[CH:19]=[CH:20][C:15]2[N:16]([CH:22]=[C:13]([CH2:9][CH2:10][C:11]#[C:12][C:2]3[N:3]=[C:4]([CH2:7][F:8])[S:5][CH:6]=3)[N:14]=2)[CH:17]=1. The reactants are Br[C:2]1[N:3]=[C:4]([CH2:7][F:8])[S:5][CH:6]=1.[CH2:9]([C:13]1[N:14]=[C:15]2[CH:20]=[CH:19][C:18]([F:21])=[CH:17][N:16]2[CH:22]=1)[CH2:10][C:11]#[CH:12]. No catalyst specified. The yield is 0.470. (6) The reactants are [CH:1]1([N:8]2[C:12]3[N:13]=[C:14]([NH:17][C:18]4[CH:26]=[CH:25][C:21]([C:22]([OH:24])=O)=[CH:20][N:19]=4)[N:15]=[CH:16][C:11]=3[CH:10]=[C:9]2[C:27](=[O:31])[N:28]([CH3:30])[CH3:29])[CH2:7][CH2:6][CH2:5][CH2:4][CH2:3][CH2:2]1.[C@H:32]12[C@H:38]([OH:39])[C@H:35]([CH2:36][CH2:37]1)[CH2:34][NH:33]2. No catalyst specified. The product is [CH:1]1([N:8]2[C:12]3[N:13]=[C:14]([NH:17][C:18]4[CH:26]=[CH:25][C:21]([C:22]([N:33]5[CH2:34][C@@H:35]6[C@@H:38]([OH:39])[C@H:32]5[CH2:37][CH2:36]6)=[O:24])=[CH:20][N:19]=4)[N:15]=[CH:16][C:11]=3[CH:10]=[C:9]2[C:27]([N:28]([CH3:30])[CH3:29])=[O:31])[CH2:2][CH2:3][CH2:4][CH2:5][CH2:6][CH2:7]1. The yield is 0.770. (7) The reactants are [NH:1]1[C:9]2[C:4](=[CH:5][C:6]([C:10]#[N:11])=[CH:7][CH:8]=2)[CH:3]=[N:2]1.[OH-].[K+].[I:14]I. The catalyst is CN(C=O)C. The product is [I:14][C:3]1[C:4]2[C:9](=[CH:8][CH:7]=[C:6]([C:10]#[N:11])[CH:5]=2)[NH:1][N:2]=1. The yield is 0.530. (8) The reactants are [Cl-].[Al+3].[Cl-].[Cl-].[CH3:5][C:6]1[CH:13]=[C:12]([CH3:14])[C:11]([CH3:15])=[CH:10][C:7]=1[CH:8]=[O:9].[Br:16]Br.O. The catalyst is C(Cl)Cl. The product is [Br:16][C:13]1[C:6]([CH3:5])=[C:7]([CH:10]=[C:11]([CH3:15])[C:12]=1[CH3:14])[CH:8]=[O:9]. The yield is 1.00. (9) The yield is 0.320. The reactants are C(=O)([O-])[O-].[K+].[K+].CS([O:11][CH:12]1[CH2:17][CH2:16][N:15]([C:18]([O:20][C:21]([CH3:24])([CH3:23])[CH3:22])=[O:19])[CH2:14][CH2:13]1)(=O)=O.[Cl:25][C:26]1[CH:27]=[CH:28][C:29](O)=[N:30][CH:31]=1. The catalyst is CN(C)C=O. The product is [Cl:25][C:26]1[CH:27]=[CH:28][C:29]([O:11][CH:12]2[CH2:17][CH2:16][N:15]([C:18]([O:20][C:21]([CH3:24])([CH3:23])[CH3:22])=[O:19])[CH2:14][CH2:13]2)=[N:30][CH:31]=1.